This data is from CYP1A2 inhibition data for predicting drug metabolism from PubChem BioAssay. The task is: Regression/Classification. Given a drug SMILES string, predict its absorption, distribution, metabolism, or excretion properties. Task type varies by dataset: regression for continuous measurements (e.g., permeability, clearance, half-life) or binary classification for categorical outcomes (e.g., BBB penetration, CYP inhibition). Dataset: cyp1a2_veith. (1) The molecule is COc1ccc(O[C@H]2C=C[C@@H](c3ccccc3)O[C@H]2COC(=O)CC/C(C)=N\O[C@@H](C)c2cn([C@H]3COC[C@H]3O)nn2)cc1. The result is 0 (non-inhibitor). (2) The result is 1 (inhibitor). The drug is O=C(NC(=S)Nc1ccc2c(c1)OCO2)c1ccccc1. (3) The result is 0 (non-inhibitor). The compound is O=C(c1cc(=O)[nH]c2ccc(Br)cc12)N1CCC2(CC1)OCCO2. (4) The compound is O=C1[C@@H]2C=CC=CC2=NC(=S)N1CCN1CCC(=C(c2ccc(F)cc2)c2ccc(F)cc2)CC1. The result is 0 (non-inhibitor). (5) The drug is N#Cc1ccc(-c2ccccc2)nc1SCC(=O)c1cccc(Cl)c1. The result is 1 (inhibitor).